The task is: Predict which catalyst facilitates the given reaction.. This data is from Catalyst prediction with 721,799 reactions and 888 catalyst types from USPTO. Reactant: [CH3:1][O:2][C:3](=[O:14])[C:4]1[CH:9]=[CH:8][CH:7]=[C:6]([N+:10]([O-])=O)[C:5]=1[NH2:13]. Product: [CH3:1][O:2][C:3](=[O:14])[C:4]1[CH:9]=[CH:8][CH:7]=[C:6]([NH2:10])[C:5]=1[NH2:13]. The catalyst class is: 358.